Dataset: Catalyst prediction with 721,799 reactions and 888 catalyst types from USPTO. Task: Predict which catalyst facilitates the given reaction. (1) Reactant: [Cl:1][C:2]1[C:7]([O:8][CH3:9])=[CH:6][C:5]([O:10][CH3:11])=[C:4]([Cl:12])[C:3]=1[C:13]1[C:28](=[O:29])[N:27]([CH2:30][CH2:31][O:32][CH:33]2[CH2:38][CH2:37][N:36](C(OC(C)(C)C)=O)[CH2:35][CH2:34]2)[C:16]2[N:17]=[C:18]([NH:21][CH2:22][C:23]([OH:26])([CH3:25])[CH3:24])[N:19]=[CH:20][C:15]=2[CH:14]=1.C(O)(C(F)(F)F)=O. Product: [Cl:12][C:4]1[C:5]([O:10][CH3:11])=[CH:6][C:7]([O:8][CH3:9])=[C:2]([Cl:1])[C:3]=1[C:13]1[C:28](=[O:29])[N:27]([CH2:30][CH2:31][O:32][CH:33]2[CH2:34][CH2:35][NH:36][CH2:37][CH2:38]2)[C:16]2[N:17]=[C:18]([NH:21][CH2:22][C:23]([OH:26])([CH3:24])[CH3:25])[N:19]=[CH:20][C:15]=2[CH:14]=1. The catalyst class is: 2. (2) Reactant: [C:1]([O:7][CH2:8][C@H:9]([C:15]1[C:31]([CH3:32])=[CH:30][C:18]2[N:19]=[C:20]([O:22]CC3C=CC=CC=3)[S:21][C:17]=2[C:16]=1[Br:33])[O:10][C:11]([CH3:14])([CH3:13])[CH3:12])(=[O:6])[C:2]([CH3:5])([CH3:4])[CH3:3]. Product: [C:1]([O:7][CH2:8][C@H:9]([C:15]1[C:31]([CH3:32])=[CH:30][C:18]2[N:19]=[C:20]([OH:22])[S:21][C:17]=2[C:16]=1[Br:33])[O:10][C:11]([CH3:14])([CH3:13])[CH3:12])(=[O:6])[C:2]([CH3:3])([CH3:4])[CH3:5]. The catalyst class is: 591. (3) Reactant: [Br:1]Br.[C:3]1([S:9]([N:12]2[C:20]3[C:15](=[CH:16][C:17]([F:21])=[CH:18][CH:19]=3)[CH:14]=[CH:13]2)(=[O:11])=[O:10])[CH:8]=[CH:7][CH:6]=[CH:5][CH:4]=1.[NH4+].[Cl-]. Product: [C:3]1([S:9]([N:12]2[C:20]3[C:15](=[CH:16][C:17]([F:21])=[CH:18][CH:19]=3)[C:14]([Br:1])=[CH:13]2)(=[O:11])=[O:10])[CH:4]=[CH:5][CH:6]=[CH:7][CH:8]=1. The catalyst class is: 3. (4) Reactant: [F:1][CH:2]([F:19])[C:3]1[C:11]2[CH2:10][CH2:9][CH2:8][C:7](=[O:12])[C:6]=2[N:5]([CH2:13][C:14]([O:16][CH2:17][CH3:18])=[O:15])[N:4]=1.[I-].[Li+].[CH3:22][Li]. Product: [F:19][CH:2]([F:1])[C:3]1[C:11]2[CH2:10][CH2:9][CH2:8][C:7]([OH:12])([CH3:22])[C:6]=2[N:5]([CH2:13][C:14]([O:16][CH2:17][CH3:18])=[O:15])[N:4]=1. The catalyst class is: 1. (5) Reactant: [C:1]([C:3]([C:19]#[N:20])([CH2:13][CH2:14][C:15]([F:18])([F:17])[F:16])[CH2:4][CH2:5][CH:6]1[CH2:11][CH2:10][C:9](=[O:12])[CH2:8][CH2:7]1)#[N:2].[C:21]([Mg]Br)#[CH:22].Cl. Product: [C:1]([C:3]([C:19]#[N:20])([CH2:13][CH2:14][C:15]([F:18])([F:17])[F:16])[CH2:4][CH2:5][CH:6]1[CH2:7][CH2:8][C:9]([C:21]#[CH:22])([OH:12])[CH2:10][CH2:11]1)#[N:2]. The catalyst class is: 7. (6) Reactant: [OH:1][C:2]1[CH:11]=[CH:10][C:9]([N+:12]([O-:14])=[O:13])=[CH:8][C:3]=1[C:4]([O:6][CH3:7])=[O:5].[H-].[Na+].[CH:17]([C:20]1[CH:27]=[CH:26][C:23]([CH2:24]Br)=[CH:22][CH:21]=1)([CH3:19])[CH3:18].[Cl-].[NH4+]. Product: [CH:17]([C:20]1[CH:27]=[CH:26][C:23]([CH2:24][O:1][C:2]2[CH:11]=[CH:10][C:9]([N+:12]([O-:14])=[O:13])=[CH:8][C:3]=2[C:4]([O:6][CH3:7])=[O:5])=[CH:22][CH:21]=1)([CH3:19])[CH3:18]. The catalyst class is: 3.